From a dataset of Reaction yield outcomes from USPTO patents with 853,638 reactions. Predict the reaction yield, written as a fraction of the theoretical maximum amount of product (1.0 means a 100% yield; for example, 0.34 means a 34% yield). (1) The reactants are [CH3:1][C:2]1[CH:3]=[C:4]([C:17]2[N:21]([CH:22]3[CH2:27][CH2:26][CH2:25][CH2:24][O:23]3)[CH:20]=[N:19][N:18]=2)[CH:5]=[CH:6][C:7]=1B1OC(C)(C)C(C)(C)O1.Br[C:29]1[N:30]=[C:31]2[N:38]([CH2:39][CH2:40][CH:41]3[CH2:46][CH2:45][O:44][CH2:43][CH2:42]3)[C:37]([CH3:48])([CH3:47])[C:36](=[O:49])[NH:35][C:32]2=[N:33][CH:34]=1.ClCCl.C(=O)([O-])[O-].[Na+].[Na+].O. The catalyst is O1CCOCC1.C(O)(C)C.C1C=CC(P(C2C=CC=CC=2)[C-]2C=CC=C2)=CC=1.C1C=CC(P(C2C=CC=CC=2)[C-]2C=CC=C2)=CC=1.Cl[Pd]Cl.[Fe+2]. The product is [CH3:47][C:37]1([CH3:48])[C:36](=[O:49])[NH:35][C:32]2=[N:33][CH:34]=[C:29]([C:7]3[CH:6]=[CH:5][C:4]([C:17]4[N:21]([CH:22]5[CH2:27][CH2:26][CH2:25][CH2:24][O:23]5)[CH:20]=[N:19][N:18]=4)=[CH:3][C:2]=3[CH3:1])[N:30]=[C:31]2[N:38]1[CH2:39][CH2:40][CH:41]1[CH2:46][CH2:45][O:44][CH2:43][CH2:42]1. The yield is 0.970. (2) The reactants are [CH3:1][C:2]([N+:10]([O-])=[O:11])([C:4]([CH3:9])([N+:6]([O-])=[O:7])[CH3:5])[CH3:3].[NH4+].[Cl-]. The catalyst is C1COCC1.O.[Zn]. The product is [OH:7][NH:6][C:4]([CH3:9])([C:2]([NH:10][OH:11])([CH3:3])[CH3:1])[CH3:5]. The yield is 0.184.